From a dataset of Full USPTO retrosynthesis dataset with 1.9M reactions from patents (1976-2016). Predict the reactants needed to synthesize the given product. (1) Given the product [NH2:13][C:4]1[C:5]([CH3:12])=[C:6]([CH:11]=[C:2]([F:1])[CH:3]=1)[C:7]([O:9][CH3:10])=[O:8], predict the reactants needed to synthesize it. The reactants are: [F:1][C:2]1[CH:3]=[C:4]([N+:13]([O-])=O)[C:5]([CH3:12])=[C:6]([CH:11]=1)[C:7]([O:9][CH3:10])=[O:8]. (2) Given the product [C:3]([SiH2:7][O:8][C:9]([CH3:19])([CH3:18])[C:10]1[S:11][CH:12]=[C:13]([C:15]2([CH3:16])[O:25][CH2:26][CH2:27][O:17]2)[N:14]=1)([CH3:6])([CH3:4])[CH3:5], predict the reactants needed to synthesize it. The reactants are: N#N.[C:3]([SiH2:7][O:8][C:9]([CH3:19])([CH3:18])[C:10]1[S:11][CH:12]=[C:13]([C:15](=[O:17])[CH3:16])[N:14]=1)([CH3:6])([CH3:5])[CH3:4].COC([O:25][CH3:26])OC.[C:27]([O-])([O-])=O.[Na+].[Na+]. (3) Given the product [CH2:3]([O:10][C:11]1[CH:12]=[CH:13][C:14]([N:17]2[C:21]3=[N:22][CH:23]=[CH:24][C:25]([CH3:26])=[C:20]3[N:19]([CH3:1])[C:18]2=[O:27])=[CH:15][CH:16]=1)[C:4]1[CH:9]=[CH:8][CH:7]=[CH:6][CH:5]=1, predict the reactants needed to synthesize it. The reactants are: [CH3:1]I.[CH2:3]([O:10][C:11]1[CH:16]=[CH:15][C:14]([N:17]2[C:21]3=[N:22][CH:23]=[CH:24][C:25]([CH3:26])=[C:20]3[NH:19][C:18]2=[O:27])=[CH:13][CH:12]=1)[C:4]1[CH:9]=[CH:8][CH:7]=[CH:6][CH:5]=1.[H-].[Na+]. (4) Given the product [CH:10]1([N:14]2[CH2:19][CH2:18][CH:17]([O:20][C:21]3[CH:22]=[CH:23][C:24]([CH:27]4[CH2:28][CH2:29][N:30]([C:7]([N:1]5[CH2:6][CH2:5][O:4][CH2:3][CH2:2]5)=[O:8])[CH2:31][CH2:32]4)=[CH:25][CH:26]=3)[CH2:16][CH2:15]2)[CH2:13][CH2:12][CH2:11]1, predict the reactants needed to synthesize it. The reactants are: [N:1]1([C:7](Cl)=[O:8])[CH2:6][CH2:5][O:4][CH2:3][CH2:2]1.[CH:10]1([N:14]2[CH2:19][CH2:18][CH:17]([O:20][C:21]3[CH:26]=[CH:25][C:24]([CH:27]4[CH2:32][CH2:31][NH:30][CH2:29][CH2:28]4)=[CH:23][CH:22]=3)[CH2:16][CH2:15]2)[CH2:13][CH2:12][CH2:11]1.C(N(CC)CC)C. (5) Given the product [CH3:1][C:2]1[C:8](=[O:9])[C:7]([O:10][CH3:11])=[C:6]([O:12][CH3:13])[C:4](=[O:5])[C:3]=1[CH2:14]/[CH:15]=[C:16](/[CH2:18][CH2:19]/[CH:20]=[C:21](/[CH2:23][CH2:24]/[CH:25]=[C:26](/[CH2:28][CH2:29]/[CH:30]=[C:31](/[CH2:33][CH2:34]/[CH:35]=[C:36](/[CH2:38][CH2:39]/[CH:40]=[C:41](/[CH2:43][CH2:44]/[CH:45]=[C:46](/[CH2:48][CH2:49]/[CH:50]=[C:51](/[CH2:53][CH2:54]/[CH:55]=[C:56](/[CH2:58][CH2:59][CH:60]=[C:61]([CH3:63])[CH3:62])\[CH3:57])\[CH3:52])\[CH3:47])\[CH3:42])\[CH3:37])\[CH3:32])\[CH3:27])\[CH3:22])\[CH3:17].[CH2:64]([OH:150])[C@H:65]1[O:70][C@@H:69]2[O:71][C@H:72]3[C@H:77]([OH:78])[C@@H:76]([OH:79])[C@@H:75]([O:80][C@H:81]4[C@H:86]([OH:87])[C@@H:85]([OH:88])[C@@H:84]([O:89][C@H:90]5[C@H:95]([OH:96])[C@@H:94]([OH:97])[CH:93]([O:98][CH:99]6[C@H:104]([OH:105])[C@@H:103]([OH:106])[CH:102]([CH:107]7[C@H:112]([OH:113])[C@@H:111]([OH:114])[CH:110]([O:115][C@H:116]8[C@H:121]([OH:122])[C@@H:120]([OH:123])[C@@H:119]([O:124][C@H:125]9[C@H:131]([OH:132])[C@@H:130]([OH:133])[C@@H:128]([O:129][C@H:66]1[C@H:67]([OH:149])[C@H:68]2[OH:148])[O:127][C@@H:126]9[CH2:134][OH:135])[O:118][C@@H:117]8[CH2:136][OH:137])[O:109][C@@H:108]7[CH2:138][OH:139])[O:101][C@@H:100]6[CH2:140][OH:141])[O:92][C@@H:91]5[CH2:142][OH:143])[O:83][C@@H:82]4[CH2:144][OH:145])[O:74][C@@H:73]3[CH2:146][OH:147].[NH2:151][CH2:152][C:153]([OH:155])=[O:154].[CH3:1][C:2]1[C:8](=[O:9])[C:7]([O:10][CH3:11])=[C:6]([O:12][CH3:13])[C:4](=[O:5])[C:3]=1[CH2:14]/[CH:15]=[C:16](/[CH2:18][CH2:19]/[CH:20]=[C:21](/[CH2:23][CH2:24]/[CH:25]=[C:26](/[CH2:28][CH2:29]/[CH:30]=[C:31](/[CH2:33][CH2:34]/[CH:35]=[C:36](/[CH2:38][CH2:39]/[CH:40]=[C:41](/[CH2:43][CH2:44]/[CH:45]=[C:46](/[CH2:48][CH2:49]/[CH:50]=[C:51](/[CH2:53][CH2:54]/[CH:55]=[C:56](/[CH2:58][CH2:59][CH:60]=[C:61]([CH3:63])[CH3:62])\[CH3:57])\[CH3:52])\[CH3:47])\[CH3:42])\[CH3:37])\[CH3:32])\[CH3:27])\[CH3:22])\[CH3:17], predict the reactants needed to synthesize it. The reactants are: [CH3:1][C:2]1[C:8](=[O:9])[C:7]([O:10][CH3:11])=[C:6]([O:12][CH3:13])[C:4](=[O:5])[C:3]=1[CH2:14]/[CH:15]=[C:16](/[CH2:18][CH2:19]/[CH:20]=[C:21](/[CH2:23][CH2:24]/[CH:25]=[C:26](/[CH2:28][CH2:29]/[CH:30]=[C:31](/[CH2:33][CH2:34]/[CH:35]=[C:36](/[CH2:38][CH2:39]/[CH:40]=[C:41](/[CH2:43][CH2:44]/[CH:45]=[C:46](/[CH2:48][CH2:49]/[CH:50]=[C:51](/[CH2:53][CH2:54]/[CH:55]=[C:56](/[CH2:58][CH2:59][CH:60]=[C:61]([CH3:63])[CH3:62])\[CH3:57])\[CH3:52])\[CH3:47])\[CH3:42])\[CH3:37])\[CH3:32])\[CH3:27])\[CH3:22])\[CH3:17].[CH2:64]([OH:150])[C@H:65]1[O:70][C@@H:69]2[O:71][C@H:72]3[C@H:77]([OH:78])[C@@H:76]([OH:79])[C@@H:75]([O:80][C@H:81]4[C@H:86]([OH:87])[C@@H:85]([OH:88])[C@@H:84]([O:89][C@H:90]5[C@H:95]([OH:96])[C@@H:94]([OH:97])[CH:93]([O:98][CH:99]6[C@H:104]([OH:105])[C@@H:103]([OH:106])[CH:102]([CH:107]7[C@H:112]([OH:113])[C@@H:111]([OH:114])[CH:110]([O:115][C@H:116]8[C@H:121]([OH:122])[C@@H:120]([OH:123])[C@@H:119]([O:124][C@H:125]9[C@H:131]([OH:132])[C@@H:130]([OH:133])[C@@H:128]([O:129][C@H:66]1[C@H:67]([OH:149])[C@H:68]2[OH:148])[O:127][C@@H:126]9[CH2:134][OH:135])[O:118][C@@H:117]8[CH2:136][OH:137])[O:109][C@@H:108]7[CH2:138][OH:139])[O:101][C@@H:100]6[CH2:140][OH:141])[O:92][C@@H:91]5[CH2:142][OH:143])[O:83][C@@H:82]4[CH2:144][OH:145])[O:74][C@@H:73]3[CH2:146][OH:147].[NH2:151][CH2:152][C:153]([OH:155])=[O:154]. (6) Given the product [CH3:42][C:43]1([CH3:60])[C:47]2[C:48]([O:52][C:53]3[N:54]=[CH:55][C:56]([NH:59][C:10]([C@H:9]([NH:8][C:6](=[O:7])[O:5][C:2]([CH3:1])([CH3:3])[CH3:4])[CH2:13][CH3:14])=[O:12])=[CH:57][N:58]=3)=[CH:49][CH:50]=[CH:51][C:46]=2[O:45][CH2:44]1, predict the reactants needed to synthesize it. The reactants are: [CH3:1][C:2]([O:5][C:6]([NH:8][C@H:9]([CH2:13][CH3:14])[C:10]([OH:12])=O)=[O:7])([CH3:4])[CH3:3].CN(C)C=O.CN(C(ON1N=NC2C=CC=CC1=2)=[N+](C)C)C.[B-](F)(F)(F)F.[CH3:42][C:43]1([CH3:60])[C:47]2[C:48]([O:52][C:53]3[N:58]=[CH:57][C:56]([NH2:59])=[CH:55][N:54]=3)=[CH:49][CH:50]=[CH:51][C:46]=2[O:45][CH2:44]1. (7) Given the product [Cl:13][C:14]1[CH:15]=[C:16]([NH:17][C:2]2[C:3]3[N:10]([CH2:11][CH3:12])[CH:9]=[CH:8][C:4]=3[N:5]=[CH:6][N:7]=2)[CH:18]=[CH:19][C:20]=1[O:21][C:22]1[CH:30]=[CH:29][CH:28]=[C:27]2[C:23]=1[CH:24]=[CH:25][NH:26]2, predict the reactants needed to synthesize it. The reactants are: Cl[C:2]1[C:3]2[N:10]([CH2:11][CH3:12])[CH:9]=[CH:8][C:4]=2[N:5]=[CH:6][N:7]=1.[Cl:13][C:14]1[CH:15]=[C:16]([CH:18]=[CH:19][C:20]=1[O:21][C:22]1[CH:30]=[CH:29][CH:28]=[C:27]2[C:23]=1[CH:24]=[CH:25][NH:26]2)[NH2:17].C(=O)([O-])O.[Na+].